This data is from Forward reaction prediction with 1.9M reactions from USPTO patents (1976-2016). The task is: Predict the product of the given reaction. (1) Given the reactants N(OC(C)(C)C)=O.N[C:9]1[N:13]([CH3:14])[N:12]=[CH:11][C:10]=1[C:15]([O:17][CH2:18][CH3:19])=[O:16].Cl.O, predict the reaction product. The product is: [CH3:14][N:13]1[CH:9]=[C:10]([C:15]([O:17][CH2:18][CH3:19])=[O:16])[CH:11]=[N:12]1. (2) Given the reactants [N:1]1([CH2:10][C@@H:11](O)[CH2:12][O:13][CH2:14][C:15]2[CH:20]=[CH:19][CH:18]=[CH:17][CH:16]=2)[C:5]2[CH:6]=[CH:7][CH:8]=[CH:9][C:4]=2[N:3]=[CH:2]1.C1(P(C2C=CC=CC=2)C2C=CC=CC=2)C=CC=CC=1.C1(P([N:55]=[N+:56]=[N-:57])(C2C=CC=CC=2)=O)C=CC=CC=1.CCOC(/N=N/C(OCC)=O)=O, predict the reaction product. The product is: [N:55]([C@H:11]([CH2:12][O:13][CH2:14][C:15]1[CH:20]=[CH:19][CH:18]=[CH:17][CH:16]=1)[CH2:10][N:1]1[C:5]2[CH:6]=[CH:7][CH:8]=[CH:9][C:4]=2[N:3]=[CH:2]1)=[N+:56]=[N-:57]. (3) Given the reactants [CH3:1][O:2][C:3]1[N:8]=[C:7]2[N:9]=[C:10]([S:12]([CH2:14][C:15]3[C:20]([CH3:21])=[C:19]([O:22][CH3:23])[C:18]([CH3:24])=[CH:17][N:16]=3)=[O:13])[NH:11][C:6]2=[CH:5][CH:4]=1.[C:25](=[O:37])([O:34][CH2:35][CH3:36])[O:26][CH2:27][CH2:28][N:29]([C:31](Cl)=[O:32])[CH3:30].C(N(CC)CC)C, predict the reaction product. The product is: [C:25](=[O:37])([O:26][CH2:27][CH2:28][N:29]([C:31]([N:9]1[C:7]2=[N:8][C:3]([O:2][CH3:1])=[CH:4][CH:5]=[C:6]2[N:11]=[C:10]1[S:12]([CH2:14][C:15]1[C:20]([CH3:21])=[C:19]([O:22][CH3:23])[C:18]([CH3:24])=[CH:17][N:16]=1)=[O:13])=[O:32])[CH3:30])[O:34][CH2:35][CH3:36]. (4) Given the reactants Br[C:2]1[C:3]2[CH:10]=[C:9]([CH:11]=[O:12])[CH:8]=[CH:7][C:4]=2[S:5][CH:6]=1.[Br:13][C:14]1[CH:19]=[CH:18][CH:17]=[CH:16][C:15]=1B(O)O.C([O-])([O-])=O.[Cs+].[Cs+], predict the reaction product. The product is: [Br:13][C:14]1[CH:19]=[CH:18][CH:17]=[CH:16][C:15]=1[C:2]1[C:3]2[CH:10]=[C:9]([CH:11]=[O:12])[CH:8]=[CH:7][C:4]=2[S:5][CH:6]=1.